From a dataset of Catalyst prediction with 721,799 reactions and 888 catalyst types from USPTO. Predict which catalyst facilitates the given reaction. (1) Reactant: [CH2:1]([O:3][C:4]1[CH:12]=[CH:11][C:7]([C:8]([OH:10])=O)=[CH:6][CH:5]=1)[CH3:2].[CH3:13][CH2:14][CH2:15][CH:16]([NH2:20])[CH2:17][CH2:18][CH3:19].ON1C2C=CC=CC=2N=N1.Cl.C(N=C=NCCCN(C)C)C. Product: [CH2:1]([O:3][C:4]1[CH:5]=[CH:6][C:7]([C:8]([NH:20][CH:16]([CH2:17][CH2:18][CH3:19])[CH2:15][CH2:14][CH3:13])=[O:10])=[CH:11][CH:12]=1)[CH3:2]. The catalyst class is: 2. (2) Reactant: [C:1]1([S:7]([N:10]2[C:14]3[N:15]=[CH:16][N:17]=[C:18]([CH:19]4[CH2:21][CH2:20]4)[C:13]=3[C:12](I)=[CH:11]2)(=[O:9])=[O:8])[CH:6]=[CH:5][CH:4]=[CH:3][CH:2]=1.C([Mg]Cl)(C)C.[C:28]([O:32][C:33](=[O:52])[N:34]([C:43]1[CH:48]=[CH:47][C:46]([CH:49]=[O:50])=[C:45]([F:51])[N:44]=1)[C:35]1[CH:36]=[N:37][C:38]([O:41][CH3:42])=[CH:39][CH:40]=1)([CH3:31])([CH3:30])[CH3:29].O. Product: [C:28]([O:32][C:33](=[O:52])[N:34]([C:43]1[CH:48]=[CH:47][C:46]([CH:49]([C:12]2[C:13]3[C:18]([CH:19]4[CH2:21][CH2:20]4)=[N:17][CH:16]=[N:15][C:14]=3[N:10]([S:7]([C:1]3[CH:6]=[CH:5][CH:4]=[CH:3][CH:2]=3)(=[O:9])=[O:8])[CH:11]=2)[OH:50])=[C:45]([F:51])[N:44]=1)[C:35]1[CH:36]=[N:37][C:38]([O:41][CH3:42])=[CH:39][CH:40]=1)([CH3:31])([CH3:29])[CH3:30]. The catalyst class is: 7. (3) Reactant: [F:1][C:2]([F:19])([F:18])[C:3]1[CH:4]=[C:5]([CH:15]=[CH:16][CH:17]=1)[CH2:6][O:7][N:8]=[C:9]1[CH2:14][CH2:13][NH:12][CH2:11][CH2:10]1.[C:20]1([N:26]=[C:27]=[O:28])[CH:25]=[CH:24][CH:23]=[CH:22][CH:21]=1.CO. Product: [C:20]1([NH:26][C:27]([N:12]2[CH2:13][CH2:14][C:9](=[N:8][O:7][CH2:6][C:5]3[CH:15]=[CH:16][CH:17]=[C:3]([C:2]([F:1])([F:18])[F:19])[CH:4]=3)[CH2:10][CH2:11]2)=[O:28])[CH:25]=[CH:24][CH:23]=[CH:22][CH:21]=1. The catalyst class is: 10. (4) Reactant: Cl.[NH2:2][CH2:3][CH2:4][C:5]([O:7][CH2:8][CH3:9])=[O:6].C(=O)([O-])[O-].[F:14][C:15]1[CH:37]=[CH:36][CH:35]=[CH:34][C:16]=1[O:17][C:18]1[C:31](=[O:32])[N:30]([CH3:33])[C:21]2[N:22]=[C:23](S(C)(=O)=O)[N:24]=[CH:25][C:20]=2[CH:19]=1. Product: [F:14][C:15]1[CH:37]=[CH:36][CH:35]=[CH:34][C:16]=1[O:17][C:18]1[C:31](=[O:32])[N:30]([CH3:33])[C:21]2[N:22]=[C:23]([NH:2][CH2:3][CH2:4][C:5]([O:7][CH2:8][CH3:9])=[O:6])[N:24]=[CH:25][C:20]=2[CH:19]=1. The catalyst class is: 22. (5) Reactant: [Cl:1][C:2]1[CH:3]=[CH:4][C:5]([NH:18][CH2:19][CH:20]2[CH2:25][CH2:24][NH:23][CH2:22][CH2:21]2)=[C:6]([CH:17]=1)[C:7]([NH:9][C:10]1[CH:15]=[CH:14][C:13]([Cl:16])=[CH:12][N:11]=1)=[O:8].Cl.Cl[C:28]1[CH:33]=[CH:32][N:31]=[CH:30][CH:29]=1.C(N(CC)CC)C. Product: [Cl:1][C:2]1[CH:3]=[CH:4][C:5]([NH:18][CH2:19][CH:20]2[CH2:21][CH2:22][N:23]([C:28]3[CH:33]=[CH:32][N:31]=[CH:30][CH:29]=3)[CH2:24][CH2:25]2)=[C:6]([CH:17]=1)[C:7]([NH:9][C:10]1[CH:15]=[CH:14][C:13]([Cl:16])=[CH:12][N:11]=1)=[O:8]. The catalyst class is: 8. (6) Reactant: [NH2:1][C@H:2]1[C:11]2[C:6](=[CH:7][CH:8]=[C:9]([F:12])[CH:10]=2)[N:5]([C:13](=[O:15])[CH3:14])[C@@H:4]([CH3:16])[C@@H:3]1[CH3:17].Cl[C:19]1[N:20]=[CH:21][C:22]([C:25]#[N:26])=[N:23][CH:24]=1.CCN(C(C)C)C(C)C. Product: [C:13]([N:5]1[C:6]2[C:11](=[CH:10][C:9]([F:12])=[CH:8][CH:7]=2)[C@H:2]([NH:1][C:19]2[N:20]=[CH:21][C:22]([C:25]#[N:26])=[N:23][CH:24]=2)[C@@H:3]([CH3:17])[C@@H:4]1[CH3:16])(=[O:15])[CH3:14]. The catalyst class is: 37. (7) Reactant: [N:1]1([CH2:8][CH2:9][O:10][C:11]2[CH:16]=[CH:15][C:14]([C:17]([C:19]3[C:28]4[C:23](=[CH:24][C:25]([O:29]C)=[CH:26][CH:27]=4)[CH:22]=[CH:21][C:20]=3[C:31]3[C:36]([F:37])=[CH:35][CH:34]=[CH:33][C:32]=3[F:38])=[O:18])=[CH:13][CH:12]=2)[CH2:7][CH2:6][CH2:5][CH2:4][CH2:3][CH2:2]1.B(Br)(Br)Br.C(=O)(O)[O-].[Na+].C(Cl)(Cl)Cl.C(O)(C)C. Product: [N:1]1([CH2:8][CH2:9][O:10][C:11]2[CH:16]=[CH:15][C:14]([C:17]([C:19]3[C:28]4[C:23](=[CH:24][C:25]([OH:29])=[CH:26][CH:27]=4)[CH:22]=[CH:21][C:20]=3[C:31]3[C:32]([F:38])=[CH:33][CH:34]=[CH:35][C:36]=3[F:37])=[O:18])=[CH:13][CH:12]=2)[CH2:7][CH2:6][CH2:5][CH2:4][CH2:3][CH2:2]1. The catalyst class is: 2.